The task is: Predict which catalyst facilitates the given reaction.. This data is from Catalyst prediction with 721,799 reactions and 888 catalyst types from USPTO. (1) Reactant: [OH-].[Na+].C[O:4][C:5](=[O:23])[CH2:6][C:7]1[C:15]2[C:10](=[N:11][CH:12]=[CH:13][CH:14]=2)[N:9]([CH2:16][C:17]2[CH:21]=[CH:20][O:19][CH:18]=2)[C:8]=1[CH3:22]. Product: [O:19]1[CH:20]=[CH:21][C:17]([CH2:16][N:9]2[C:10]3=[N:11][CH:12]=[CH:13][CH:14]=[C:15]3[C:7]([CH2:6][C:5]([OH:23])=[O:4])=[C:8]2[CH3:22])=[CH:18]1. The catalyst class is: 36. (2) Reactant: C([O:3][C:4]([C:6]1[CH:7]=[CH:8][C:9]2[N:10]([C:12]([CH:15]([C:17]3[C:18]([F:28])=[C:19]4[C:24](=[CH:25][C:26]=3[F:27])[N:23]=[CH:22][CH:21]=[CH:20]4)[CH3:16])=[N:13][N:14]=2)[N:11]=1)=[CH2:5])C.Cl. Product: [F:28][C:18]1[C:17]([CH:15]([C:12]2[N:10]3[N:11]=[C:6]([C:4](=[O:3])[CH3:5])[CH:7]=[CH:8][C:9]3=[N:14][N:13]=2)[CH3:16])=[C:26]([F:27])[CH:25]=[C:24]2[C:19]=1[CH:20]=[CH:21][CH:22]=[N:23]2. The catalyst class is: 52. (3) Reactant: [F:1][C:2]1[CH:3]=[C:4]([CH:9]=[CH:10][CH:11]=1)[C:5](Cl)=[N:6][OH:7].[CH3:12][O:13][C:14](=[O:18])[CH2:15][C:16]#[N:17].C[O-].[Na+]. Product: [NH2:17][C:16]1[O:7][N:6]=[C:5]([C:4]2[CH:9]=[CH:10][CH:11]=[C:2]([F:1])[CH:3]=2)[C:15]=1[C:14]([O:13][CH3:12])=[O:18]. The catalyst class is: 5. (4) Reactant: [F:1][C:2]1[CH:9]=[C:8]([N:10]2[CH2:15][CH2:14][O:13][CH2:12][CH2:11]2)[CH:7]=[CH:6][C:3]=1[CH:4]=O.[CH3:16][C@H:17]1[CH2:22][NH:21][CH2:20][CH2:19][N:18]1[C:23]([O:25][C:26]([CH3:29])([CH3:28])[CH3:27])=[O:24].ClCCCl.C(O[BH-](OC(=O)C)OC(=O)C)(=O)C.[Na+]. Product: [F:1][C:2]1[CH:9]=[C:8]([N:10]2[CH2:15][CH2:14][O:13][CH2:12][CH2:11]2)[CH:7]=[CH:6][C:3]=1[CH2:4][N:21]1[CH2:20][CH2:19][N:18]([C:23]([O:25][C:26]([CH3:29])([CH3:28])[CH3:27])=[O:24])[C@@H:17]([CH3:16])[CH2:22]1. The catalyst class is: 6. (5) Product: [CH:1]1([NH:4][C:5](=[O:22])[C:6]2[CH:11]=[CH:10][C:9]([CH3:12])=[C:8]([C:13]3[CH:14]=[C:15]4[C:19](=[CH:20][CH:21]=3)[N:18]([CH2:28][CH:25]3[CH2:27][CH2:26]3)[N:17]=[CH:16]4)[CH:7]=2)[CH2:3][CH2:2]1. The catalyst class is: 121. Reactant: [CH:1]1([NH:4][C:5](=[O:22])[C:6]2[CH:11]=[CH:10][C:9]([CH3:12])=[C:8]([C:13]3[CH:14]=[C:15]4[C:19](=[CH:20][CH:21]=3)[NH:18][N:17]=[CH:16]4)[CH:7]=2)[CH2:3][CH2:2]1.[H-].[Na+].[CH:25]1([CH2:28]Br)[CH2:27][CH2:26]1.